From a dataset of Catalyst prediction with 721,799 reactions and 888 catalyst types from USPTO. Predict which catalyst facilitates the given reaction. Reactant: [N+:1]([C:4]1[CH:9]=[CH:8][C:7]([C:10](=O)[C:11](=[N:16][NH:17][C:18]2[CH:23]=[CH:22][C:21]([S:24]([OH:27])(=[O:26])=[O:25])=[CH:20][CH:19]=2)[C:12]([O:14]C)=O)=[CH:6][CH:5]=1)([O-:3])=[O:2].[F:29][C:30]1[CH:35]=[CH:34][C:33]([NH:36][NH2:37])=[CH:32][CH:31]=1.Cl. Product: [N+:1]([C:4]1[CH:9]=[CH:8][C:7]([C:10]2[C:11](=[N:16][NH:17][C:18]3[CH:19]=[CH:20][C:21]([S:24]([OH:27])(=[O:25])=[O:26])=[CH:22][CH:23]=3)[C:12](=[O:14])[N:36]([C:33]3[CH:34]=[CH:35][C:30]([F:29])=[CH:31][CH:32]=3)[N:37]=2)=[CH:6][CH:5]=1)([O-:3])=[O:2]. The catalyst class is: 8.